This data is from Forward reaction prediction with 1.9M reactions from USPTO patents (1976-2016). The task is: Predict the product of the given reaction. (1) Given the reactants [C:1]([O:5][C:6]([NH:8][CH2:9][CH2:10][O:11][C:12]1[CH:21]=[C:20]([F:22])[CH:19]=[CH:18][C:13]=1[C:14]([O:16]C)=[O:15])=[O:7])([CH3:4])([CH3:3])[CH3:2].C1COCC1.[OH-].[Li+].C(O)(=O)CC(CC(O)=O)(C(O)=O)O, predict the reaction product. The product is: [C:1]([O:5][C:6]([NH:8][CH2:9][CH2:10][O:11][C:12]1[CH:21]=[C:20]([F:22])[CH:19]=[CH:18][C:13]=1[C:14]([OH:16])=[O:15])=[O:7])([CH3:4])([CH3:2])[CH3:3]. (2) Given the reactants [CH:1]1([O:6][C:7]2[N:12]=[C:11]([CH2:13][C:14]3[CH:19]=[CH:18][C:17]([CH2:20][C:21]([O:23]C)=O)=[CH:16][CH:15]=3)[CH:10]=[C:9]([C:25]([F:28])([F:27])[F:26])[N:8]=2)[CH2:5][CH2:4][CH2:3][CH2:2]1.[NH3:29], predict the reaction product. The product is: [CH:1]1([O:6][C:7]2[N:12]=[C:11]([CH2:13][C:14]3[CH:15]=[CH:16][C:17]([CH2:20][C:21]([NH2:29])=[O:23])=[CH:18][CH:19]=3)[CH:10]=[C:9]([C:25]([F:28])([F:27])[F:26])[N:8]=2)[CH2:2][CH2:3][CH2:4][CH2:5]1. (3) Given the reactants [F:1][C:2]([F:20])([F:19])[C:3]1[CH:8]=[CH:7][CH:6]=[CH:5][C:4]=1[C:9]1[CH:14]=[CH:13][N:12]=[C:11]([C:15](=[N:17][OH:18])[NH2:16])[CH:10]=1.[C:21](N1C=CN=C1)(N1C=CN=C1)=[O:22].N12CCCN=C1CCCCC2.Cl, predict the reaction product. The product is: [F:20][C:2]([F:19])([F:1])[C:3]1[CH:8]=[CH:7][CH:6]=[CH:5][C:4]=1[C:9]1[CH:14]=[CH:13][N:12]=[C:11]([C:15]2[NH:17][O:18][C:21](=[O:22])[N:16]=2)[CH:10]=1. (4) Given the reactants [N:1]1[CH:2]=[C:3]([CH:10]=O)[N:4]2[CH:9]=[CH:8][CH:7]=[CH:6][C:5]=12.[C:12]12([NH2:22])[CH2:21][CH:16]3[CH2:17][CH:18]([CH2:20][CH:14]([CH2:15]3)[CH2:13]1)[CH2:19]2, predict the reaction product. The product is: [C:12]12([NH:22][CH2:10][C:3]3[N:4]4[CH:9]=[CH:8][CH:7]=[CH:6][C:5]4=[N:1][CH:2]=3)[CH2:19][CH:18]3[CH2:17][CH:16]([CH2:15][CH:14]([CH2:20]3)[CH2:13]1)[CH2:21]2.